This data is from Forward reaction prediction with 1.9M reactions from USPTO patents (1976-2016). The task is: Predict the product of the given reaction. (1) The product is: [Cl:25][C:2]([Cl:1])([CH2:7][CH2:8][CH2:9][CH2:10][CH2:11][CH2:12][CH2:13][CH2:14][CH:15]=[CH:16][C:18]1[CH:19]=[CH:20][C:21]([Cl:24])=[CH:22][CH:23]=1)[C:3]([O:5][CH3:6])=[O:4]. Given the reactants [Cl:1][C:2]([Cl:25])([CH2:7][CH2:8][CH2:9][CH2:10][CH2:11][CH2:12][CH2:13][CH2:14][CH2:15][CH:16]([C:18]1[CH:23]=[CH:22][C:21]([Cl:24])=[CH:20][CH:19]=1)O)[C:3]([O:5][CH3:6])=[O:4].O.C1(C)C=CC(S(O)(=O)=O)=CC=1, predict the reaction product. (2) Given the reactants CS(C)=O.ClCCl.C(Cl)(=O)C(Cl)=O.[OH:14][CH2:15][CH2:16][CH2:17][CH2:18][C:19]([CH3:26])([CH3:25])[C:20]([O:22][CH2:23][CH3:24])=[O:21], predict the reaction product. The product is: [CH3:26][C:19]([CH3:25])([CH2:18][CH2:17][CH2:16][CH:15]=[O:14])[C:20]([O:22][CH2:23][CH3:24])=[O:21]. (3) Given the reactants [Cl:1][C:2]1[N:7]=[C:6]([C:8]2[CH:9]=[C:10]([CH:13]=[CH:14][CH:15]=2)[CH:11]=O)[CH:5]=[CH:4][N:3]=1.[N:16]1[CH:21]=[CH:20][CH:19]=[CH:18][C:17]=1[CH2:22][CH2:23][NH2:24], predict the reaction product. The product is: [Cl:1][C:2]1[N:7]=[C:6]([C:8]2[CH:9]=[C:10]([CH:13]=[CH:14][CH:15]=2)[CH2:11][NH:24][CH2:23][CH2:22][C:17]2[CH:18]=[CH:19][CH:20]=[CH:21][N:16]=2)[CH:5]=[CH:4][N:3]=1. (4) Given the reactants [CH2:1]1[C:6]2[NH:7][C:8]3[C:13]([C:14](=[O:15])[C:5]=2[CH2:4][C:3]2[NH:16][C:17]4[C:22]([C:23](=[O:24])[C:2]1=2)=[CH:21][CH:20]=[CH:19][CH:18]=4)=[CH:12][CH:11]=[CH:10][CH:9]=3.[OH-].[Na+].[Na+].[Na+].C1C2C(=O)C3C(=CC=C(S([O-])(=O)=O)C=3)C(=O)C=2C=CC=1S([O-])(=O)=O.OO, predict the reaction product. The product is: [CH:20]1[CH:21]=[C:22]2[C:23]([C:2]3[C:3]([NH:16][C:17]2=[CH:18][CH:19]=1)=[CH:4][C:5]1[C:14]([C:13]2[C:8]([NH:7][C:6]=1[CH:1]=3)=[CH:9][CH:10]=[CH:11][CH:12]=2)=[O:15])=[O:24]. (5) Given the reactants C1C(=O)N([Br:8])C(=O)C1.[CH2:9]([O:12][C:13]1[CH:18]=[CH:17][C:16]([C:19]2[CH:23]=[C:22]([CH2:24][C:25]([O:27][C:28]([CH3:31])([CH3:30])[CH3:29])=[O:26])[O:21][N:20]=2)=[C:15]([C:32]([F:35])([F:34])[F:33])[CH:14]=1)[CH2:10][CH3:11].BrC(C1ON=C(C2C=CC(OCCC)=CC=2C(F)(F)F)C=1)C(OCC)=O, predict the reaction product. The product is: [Br:8][CH:24]([C:22]1[O:21][N:20]=[C:19]([C:16]2[CH:17]=[CH:18][C:13]([O:12][CH2:9][CH2:10][CH3:11])=[CH:14][C:15]=2[C:32]([F:34])([F:35])[F:33])[CH:23]=1)[C:25]([O:27][C:28]([CH3:29])([CH3:30])[CH3:31])=[O:26]. (6) Given the reactants [C:1]1([O:11][CH2:12][CH:13]2[CH2:17][CH2:16][N:15](C(OC(C)(C)C)=O)[CH2:14]2)[C:10]2[C:5](=[CH:6][CH:7]=[CH:8][CH:9]=2)[CH:4]=[CH:3][CH:2]=1.Cl, predict the reaction product. The product is: [C:1]1([O:11][CH2:12][CH:13]2[CH2:17][CH2:16][NH:15][CH2:14]2)[C:10]2[C:5](=[CH:6][CH:7]=[CH:8][CH:9]=2)[CH:4]=[CH:3][CH:2]=1. (7) The product is: [F:19][C:3]1[C:2]([C:27]2[NH:26][C:25]3[C@@H:21]([CH3:20])[NH:22][C:23](=[O:38])[C:24]=3[CH:28]=2)=[C:11]2[C:6]([C:7](=[O:18])[N:8]([CH3:17])[C:9]([NH:12][C:13]3([CH3:16])[CH2:15][CH2:14]3)=[N:10]2)=[CH:5][CH:4]=1. Given the reactants Br[C:2]1[C:3]([F:19])=[CH:4][CH:5]=[C:6]2[C:11]=1[N:10]=[C:9]([NH:12][C:13]1([CH3:16])[CH2:15][CH2:14]1)[N:8]([CH3:17])[C:7]2=[O:18].[CH3:20][C@@H:21]1[C:25]2[NH:26][C:27](B3OC(C)(C)C(C)(C)O3)=[CH:28][C:24]=2[C:23](=[O:38])[NH:22]1.CC(C1C=C(C(C)C)C(C2C=CC=CC=2P(C2CCCCC2)C2CCCCC2)=C(C(C)C)C=1)C.P([O-])([O-])([O-])=O.[K+].[K+].[K+], predict the reaction product. (8) Given the reactants ClB(Cl)Cl.[Cl:5][C:6]1[CH:12]=[CH:11][C:9]([NH2:10])=[CH:8][CH:7]=1.[Cl:13][C:14]1[CH:21]=[CH:20][C:19]([Cl:22])=[CH:18][C:15]=1[C:16]#N.[Cl-].[Cl-].[Cl-].[Ga+3].Cl.C(OCC)(=[O:30])C, predict the reaction product. The product is: [NH2:10][C:9]1[CH:11]=[CH:12][C:6]([Cl:5])=[CH:7][C:8]=1[C:16]([C:15]1[CH:18]=[C:19]([Cl:22])[CH:20]=[CH:21][C:14]=1[Cl:13])=[O:30]. (9) Given the reactants [C:1]1([CH:7](O)[C:8]([F:11])([F:10])[F:9])[CH:6]=[CH:5][CH:4]=[CH:3][CH:2]=1.C(N(C(C)C)CC)(C)C.S(OS(C(F)(F)F)(=O)=O)(C(F)(F)F)(=O)=O.Cl.[C:38]([CH2:40][NH:41][C:42]([C@@H:44]1[CH2:48][C@@H:47]([S:49]([C:52]2[CH:57]=[CH:56][CH:55]=[CH:54][CH:53]=2)(=[O:51])=[O:50])[CH2:46][NH:45]1)=[O:43])#[N:39], predict the reaction product. The product is: [C:38]([CH2:40][NH:41][C:42]([C@@H:44]1[CH2:48][C@@H:47]([S:49]([C:52]2[CH:57]=[CH:56][CH:55]=[CH:54][CH:53]=2)(=[O:50])=[O:51])[CH2:46][N:45]1[CH:7]([C:1]1[CH:6]=[CH:5][CH:4]=[CH:3][CH:2]=1)[C:8]([F:11])([F:10])[F:9])=[O:43])#[N:39].